From a dataset of Reaction yield outcomes from USPTO patents with 853,638 reactions. Predict the reaction yield, written as a fraction of the theoretical maximum amount of product (1.0 means a 100% yield; for example, 0.34 means a 34% yield). (1) The reactants are FC(F)(F)S(O[C:7]1[CH:12]=[CH:11][C:10]([CH2:13][CH2:14][N:15]([CH2:23][C@@H:24]([C:33]2[CH:42]=[CH:41][C:40]([O:43][CH2:44][C:45]3[CH:50]=[CH:49][CH:48]=[CH:47][CH:46]=3)=[C:39]3[C:34]=2[CH:35]=[CH:36][C:37](=[O:51])[NH:38]3)[O:25][Si:26]([C:29]([CH3:32])([CH3:31])[CH3:30])([CH3:28])[CH3:27])[C:16]([O:18][C:19]([CH3:22])([CH3:21])[CH3:20])=[O:17])=[CH:9][CH:8]=1)(=O)=O.[CH:54]([O:56][C:57]1[CH:62]=[CH:61][CH:60]=[CH:59][CH:58]=1)=[O:55].C1(P(C2C=CC=CC=2)C2C3OC4C(=CC=CC=4P(C4C=CC=CC=4)C4C=CC=CC=4)C(C)(C)C=3C=CC=2)C=CC=CC=1.C(N(CC)CC)C. The catalyst is C1(C)C=CC=CC=1.C([O-])(=O)C.[Pd+2].C([O-])(=O)C. The product is [CH2:44]([O:43][C:40]1[CH:41]=[CH:42][C:33]([C@@H:24]([O:25][Si:26]([C:29]([CH3:32])([CH3:31])[CH3:30])([CH3:27])[CH3:28])[CH2:23][N:15]([C:16]([O:18][C:19]([CH3:22])([CH3:20])[CH3:21])=[O:17])[CH2:14][CH2:13][C:10]2[CH:11]=[CH:12][C:7]([C:54]([O:56][C:57]3[CH:62]=[CH:61][CH:60]=[CH:59][CH:58]=3)=[O:55])=[CH:8][CH:9]=2)=[C:34]2[C:39]=1[NH:38][C:37](=[O:51])[CH:36]=[CH:35]2)[C:45]1[CH:46]=[CH:47][CH:48]=[CH:49][CH:50]=1. The yield is 0.640. (2) The reactants are [NH2:1][C@H:2]([C:5]1[N:6]([C:17]2[CH:22]=[CH:21][CH:20]=[CH:19][CH:18]=2)[C:7](=[O:16])[C:8]2[C:13]([CH:14]=1)=[CH:12][CH:11]=[CH:10][C:9]=2[Cl:15])CC.Cl[C:24]1[N:29]=[CH:28][N:27]=[C:26]([NH2:30])[C:25]=1[C:31]1[O:32][C:33]([CH3:36])=[N:34][N:35]=1.[CH3:37]CN(C(C)C)C(C)C.CCOC(C)=O. The catalyst is CCCCO. The product is [NH2:30][C:26]1[N:27]=[CH:28][N:29]=[C:24]([NH:1][C@H:2]([C:5]2[N:6]([C:17]3[CH:22]=[CH:21][CH:20]=[CH:19][CH:18]=3)[C:7](=[O:16])[C:8]3[C:13]([CH:14]=2)=[CH:12][CH:11]=[CH:10][C:9]=3[Cl:15])[CH3:37])[C:25]=1[C:31]1[O:32][C:33]([CH3:36])=[N:34][N:35]=1. The yield is 0.860. (3) The reactants are [CH:1]1([C:5]2[C:14](I)=[CH:13][C:8]([C:9]([O:11][CH3:12])=[O:10])=[C:7]([CH3:16])[CH:6]=2)[CH2:4][CH2:3][CH2:2]1.[CH:17]([O:19]CCCC)=[CH2:18].C1C=CC(P(C2C=CC=CC=2)CCCP(C2C=CC=CC=2)C2C=CC=CC=2)=CC=1.Cl. The catalyst is CS(C)=O.O.C(OCC)(=O)C.CC([O-])=O.CC([O-])=O.[Pd+2]. The product is [C:17]([C:14]1[C:5]([CH:1]2[CH2:4][CH2:3][CH2:2]2)=[CH:6][C:7]([CH3:16])=[C:8]([CH:13]=1)[C:9]([O:11][CH3:12])=[O:10])(=[O:19])[CH3:18]. The yield is 0.610.